From a dataset of Full USPTO retrosynthesis dataset with 1.9M reactions from patents (1976-2016). Predict the reactants needed to synthesize the given product. (1) Given the product [NH2:21][CH2:20][C@H:19]([C:15]1[CH:16]=[CH:17][CH:18]=[C:13]([O:12][C@H:10]([CH3:11])[CH2:9][O:8][CH2:1][C:2]2[CH:3]=[CH:4][CH:5]=[CH:6][CH:7]=2)[CH:14]=1)[OH:24], predict the reactants needed to synthesize it. The reactants are: [CH2:1]([O:8][CH2:9][C@H:10]([O:12][C:13]1[CH:14]=[C:15]([C@H:19]([OH:24])[CH2:20][N+:21]([O-])=O)[CH:16]=[CH:17][CH:18]=1)[CH3:11])[C:2]1[CH:7]=[CH:6][CH:5]=[CH:4][CH:3]=1.[H][H]. (2) The reactants are: F[C:2]1[CH:9]=[CH:8][C:5]([CH:6]=[O:7])=[CH:4][C:3]=1[O:10][CH3:11].C(=O)([O-])[O-].[K+].[K+].[CH3:18][NH:19][CH3:20].C(O)C. Given the product [CH3:18][N:19]([CH3:20])[C:2]1[CH:9]=[CH:8][C:5]([CH:6]=[O:7])=[CH:4][C:3]=1[O:10][CH3:11], predict the reactants needed to synthesize it. (3) Given the product [CH3:1][O:2][C:3]1[CH:4]=[C:5]([CH:6]=[CH:7][C:8]=1[O:9][CH3:10])[C:11]([C:12]1[NH:22][N:21]=[N:20][C:13]=1[C:14]([O:16][CH2:17][CH3:18])=[O:15])=[O:19], predict the reactants needed to synthesize it. The reactants are: [CH3:1][O:2][C:3]1[CH:4]=[C:5]([C:11](=[O:19])[CH:12]=[CH:13][C:14]([O:16][CH2:17][CH3:18])=[O:15])[CH:6]=[CH:7][C:8]=1[O:9][CH3:10].[N-:20]=[N+:21]=[N-:22].[Na+].O. (4) Given the product [N:26]1([CH2:2][C:3]2[CH:4]=[C:5]([C:9]3[CH:13]=[C:12]([CH2:14][CH:15]([CH3:17])[CH3:16])[S:11][C:10]=3[S:18]([NH:21][C:22]([CH3:25])([CH3:24])[CH3:23])(=[O:20])=[O:19])[CH:6]=[CH:7][CH:8]=2)[CH:30]=[CH:29][N:28]=[CH:27]1, predict the reactants needed to synthesize it. The reactants are: Br[CH2:2][C:3]1[CH:4]=[C:5]([C:9]2[CH:13]=[C:12]([CH2:14][CH:15]([CH3:17])[CH3:16])[S:11][C:10]=2[S:18]([NH:21][C:22]([CH3:25])([CH3:24])[CH3:23])(=[O:20])=[O:19])[CH:6]=[CH:7][CH:8]=1.[NH:26]1[CH:30]=[CH:29][N:28]=[CH:27]1. (5) Given the product [CH2:18]([O:14][C:12]1[CH:13]=[C:8]([F:7])[CH:9]=[CH:10][C:11]=1[N+:15]([O-:17])=[O:16])[C:19]1[CH:24]=[CH:23][CH:22]=[CH:21][CH:20]=1, predict the reactants needed to synthesize it. The reactants are: C([O-])([O-])=O.[K+].[K+].[F:7][C:8]1[CH:9]=[CH:10][C:11]([N+:15]([O-:17])=[O:16])=[C:12]([OH:14])[CH:13]=1.[CH2:18](Br)[C:19]1[CH:24]=[CH:23][CH:22]=[CH:21][CH:20]=1.O. (6) The reactants are: Br[C:2]1[CH:18]=[CH:17][C:5]([O:6][C:7]2[CH:12]=[CH:11][C:10]([O:13][CH:14]([CH3:16])[CH3:15])=[CH:9][N:8]=2)=[CH:4][CH:3]=1.C([Li])CCC.[CH:24](N1CCOCC1)=[O:25]. Given the product [CH:14]([O:13][C:10]1[CH:11]=[CH:12][C:7]([O:6][C:5]2[CH:17]=[CH:18][C:2]([CH:24]=[O:25])=[CH:3][CH:4]=2)=[N:8][CH:9]=1)([CH3:16])[CH3:15], predict the reactants needed to synthesize it. (7) Given the product [F:1][C:2]1[CH:10]=[CH:9][C:5]([C:6]([N:14]([O:15][CH3:16])[CH3:13])=[O:8])=[CH:4][C:3]=1[OH:11], predict the reactants needed to synthesize it. The reactants are: [F:1][C:2]1[CH:10]=[CH:9][C:5]([C:6]([OH:8])=O)=[CH:4][C:3]=1[OH:11].Cl.[CH3:13][NH:14][O:15][CH3:16]. (8) Given the product [O:12]=[S:10]1(=[O:11])[C:13]2[CH:14]=[CH:15][C:16]([O:30][C:31]3[CH:32]=[C:33]([CH:43]=[C:44]([O:46][C@@H:47]([CH3:60])[CH2:48][OH:49])[CH:45]=3)[C:34]([NH:36][C:37]3[CH:41]=[CH:40][N:39]([CH3:42])[N:38]=3)=[O:35])=[CH:17][C:18]=2[O:6][CH2:7][CH2:8][N:9]1[CH2:21][C:22]1[CH:23]=[CH:24][CH:25]=[CH:26][CH:27]=1, predict the reactants needed to synthesize it. The reactants are: CC([Si](C)(C)[O:6][CH2:7][CH2:8][N:9]([CH2:21][C:22]1[CH:27]=[CH:26][CH:25]=[CH:24][CH:23]=1)[S:10]([C:13]1[CH:18]=[CH:17][C:16](F)=[CH:15][C:14]=1F)(=[O:12])=[O:11])(C)C.[OH:30][C:31]1[CH:32]=[C:33]([CH:43]=[C:44]([O:46][C@@H:47]([CH3:60])[CH2:48][O:49][Si](C(C)C)(C(C)C)C(C)C)[CH:45]=1)[C:34]([NH:36][C:37]1[CH:41]=[CH:40][N:39]([CH3:42])[N:38]=1)=[O:35].C(=O)([O-])[O-].[K+].[K+].O.